This data is from Forward reaction prediction with 1.9M reactions from USPTO patents (1976-2016). The task is: Predict the product of the given reaction. (1) Given the reactants C(O)CCCCCCCO.FC1C=CC=CC=1CBr.[F:20][C:21]1[CH:37]=[CH:36][CH:35]=[CH:34][C:22]=1[CH2:23][O:24][CH2:25][CH2:26][CH2:27][CH2:28][CH2:29][CH2:30][CH2:31][CH2:32][OH:33].FC1C=CC=CC=1COCCCCCCCC(O)=O.Cl.Cl.[CH2:59]([O:66][C:67](=[O:75])[CH2:68][C@@H:69]([NH2:74])[CH2:70][N:71]([CH3:73])[CH3:72])[C:60]1[CH:65]=[CH:64][CH:63]=[CH:62][CH:61]=1, predict the reaction product. The product is: [CH2:59]([O:66][C:67](=[O:75])[CH2:68][C@@H:69]([NH:74][C:32](=[O:33])[CH2:31][CH2:30][CH2:29][CH2:28][CH2:27][CH2:26][CH2:25][O:24][CH2:23][C:22]1[CH:34]=[CH:35][CH:36]=[CH:37][C:21]=1[F:20])[CH2:70][N:71]([CH3:72])[CH3:73])[C:60]1[CH:65]=[CH:64][CH:63]=[CH:62][CH:61]=1. (2) The product is: [Br:1][C:2]1[CH:3]=[C:4]([CH:8]2[CH2:12][CH2:11][CH2:10][N:9]2[CH3:17])[CH:5]=[CH:6][CH:7]=1. Given the reactants [Br:1][C:2]1[CH:3]=[C:4]([CH:8]2[CH2:12][CH2:11][CH2:10][NH:9]2)[CH:5]=[CH:6][CH:7]=1.C=O.[BH-](OC(C)=O)(OC(C)=O)O[C:17](C)=O.[Na+], predict the reaction product. (3) Given the reactants O[C:2]1[C:7]([C:8]([F:11])([F:10])[F:9])=[CH:6][C:5]([I:12])=[CH:4][N:3]=1.O=P(Cl)(Cl)[Cl:15], predict the reaction product. The product is: [Cl:15][C:2]1[C:7]([C:8]([F:11])([F:10])[F:9])=[CH:6][C:5]([I:12])=[CH:4][N:3]=1. (4) The product is: [CH3:1][O:2][C:3]1[CH:4]=[C:5]2[C:10](=[CH:11][CH:12]=1)[C:9](=[O:16])[NH:8][CH:7]=[CH:6]2. Given the reactants [CH3:1][O:2][C:3]1[CH:4]=[C:5]2[C:10](=[CH:11][CH:12]=1)[CH:9]=[N+:8]([O-])[CH:7]=[CH:6]2.C(OC(=O)C)(=[O:16])C, predict the reaction product. (5) The product is: [O:14]=[C:11]1[CH2:10][CH2:9][N:8]([C:6]([O:5][C:1]([CH3:2])([CH3:4])[CH3:3])=[O:7])[CH2:13][CH2:12][CH:17]1[C:18]([O:20][CH2:21][CH3:22])=[O:19]. Given the reactants [C:1]([O:5][C:6]([N:8]1[CH2:13][CH2:12][C:11](=[O:14])[CH2:10][CH2:9]1)=[O:7])([CH3:4])([CH3:3])[CH3:2].[N+](=[CH:17][C:18]([O:20][CH2:21][CH3:22])=[O:19])=[N-].B(F)(F)F, predict the reaction product. (6) Given the reactants C(O[C:4](=[O:38])[C:5]1[CH:10]=[C:9]([C:11]2[CH:12]=[C:13]3[C:19]([C:20]4[CH:25]=[CH:24][CH:23]=[CH:22][C:21]=4[O:26][CH3:27])=[CH:18][N:17](S(C4C=CC(C)=CC=4)(=O)=O)[C:14]3=[N:15][CH:16]=2)[CH:8]=[N:7][CH:6]=1)C.[CH:39]([NH2:42])([CH3:41])[CH3:40], predict the reaction product. The product is: [CH:39]([NH:42][C:4](=[O:38])[C:5]1[CH:10]=[C:9]([C:11]2[CH:12]=[C:13]3[C:19]([C:20]4[CH:25]=[CH:24][CH:23]=[CH:22][C:21]=4[O:26][CH3:27])=[CH:18][NH:17][C:14]3=[N:15][CH:16]=2)[CH:8]=[N:7][CH:6]=1)([CH3:41])[CH3:40].